This data is from Full USPTO retrosynthesis dataset with 1.9M reactions from patents (1976-2016). The task is: Predict the reactants needed to synthesize the given product. (1) Given the product [CH2:4]([NH:5][C:6]([C@H:8]1[CH2:9][CH2:10][C@H:11]([CH2:14][C:15]2[NH:16][C:17]3[CH:23]=[CH:22][CH:21]=[CH:20][C:18]=3[N:19]=2)[CH2:12][CH2:13]1)=[O:7])[C:3]1[CH:24]=[CH:25][CH:26]=[CH:27][CH:2]=1, predict the reactants needed to synthesize it. The reactants are: F[C:2]1[CH:27]=[CH:26][CH:25]=[CH:24][C:3]=1[CH2:4][NH:5][C:6]([C@H:8]1[CH2:13][CH2:12][C@@H:11]([CH2:14][C:15]2[NH:19][C:18]3[CH:20]=[CH:21][CH:22]=[CH:23][C:17]=3[N:16]=2)[CH2:10][CH2:9]1)=[O:7].C(Cl)CCl.C1C=NC2N(O)N=NC=2C=1.C(N)C1C=CC=CC=1. (2) Given the product [CH:14]1([C:12]([C:6]2[CH:7]=[N:8][C:9]3[C:4]([C:5]=2[NH:17][C:18]2[CH:23]=[N:22][C:21]([NH:24][CH:25]4[CH2:30][CH2:29][CH2:28][NH:27][CH2:26]4)=[CH:20][CH:19]=2)=[CH:3][C:2]([C:43]2[CH:44]=[C:39]([Cl:38])[C:40]([OH:55])=[C:41]([Cl:54])[CH:42]=2)=[CH:11][CH:10]=3)=[O:13])[CH2:16][CH2:15]1, predict the reactants needed to synthesize it. The reactants are: Br[C:2]1[CH:3]=[C:4]2[C:9](=[CH:10][CH:11]=1)[N:8]=[CH:7][C:6]([C:12]([CH:14]1[CH2:16][CH2:15]1)=[O:13])=[C:5]2[NH:17][C:18]1[CH:19]=[CH:20][C:21]([NH:24][CH:25]2[CH2:30][CH2:29][CH2:28][N:27](C(OC(C)(C)C)=O)[CH2:26]2)=[N:22][CH:23]=1.[Cl:38][C:39]1[CH:44]=[C:43](B2OC(C)(C)C(C)(C)O2)[CH:42]=[C:41]([Cl:54])[C:40]=1[OH:55]. (3) Given the product [CH3:1][N:2]1[CH2:27][CH2:26][C@:4]2([N:8]([C:34]([O:33][C:30]([CH3:32])([CH3:31])[CH3:29])=[O:35])[C@H:7]([C:9]3[CH:14]=[C:13]([C:15]4[CH:20]=[CH:19][CH:18]=[C:17]([O:21][C:22]([F:24])([F:25])[F:23])[CH:16]=4)[CH:12]=[CH:11][N:10]=3)[CH2:6][CH2:5]2)[C:3]1=[O:28], predict the reactants needed to synthesize it. The reactants are: [CH3:1][N:2]1[CH2:27][CH2:26][C@:4]2([NH:8][C@H:7]([C:9]3[CH:14]=[C:13]([C:15]4[CH:20]=[CH:19][CH:18]=[C:17]([O:21][C:22]([F:25])([F:24])[F:23])[CH:16]=4)[CH:12]=[CH:11][N:10]=3)[CH2:6][CH2:5]2)[C:3]1=[O:28].[CH3:29][C:30]([O:33][C:34](O[C:34]([O:33][C:30]([CH3:32])([CH3:31])[CH3:29])=[O:35])=[O:35])([CH3:32])[CH3:31]. (4) Given the product [NH2:10][C:4]1[CH:3]=[C:2]([Br:1])[S:6][C:5]=1[C:7]([NH2:9])=[O:8], predict the reactants needed to synthesize it. The reactants are: [Br:1][C:2]1[S:6][C:5]([C:7]([NH2:9])=[O:8])=[C:4]([NH:10]C(OC(C)(C)C)=O)[CH:3]=1.FC(F)(F)C(O)=O.C(=O)([O-])O.[Na+].